This data is from Blood-brain barrier penetration binary classification data from Martins et al.. The task is: Regression/Classification. Given a drug SMILES string, predict its absorption, distribution, metabolism, or excretion properties. Task type varies by dataset: regression for continuous measurements (e.g., permeability, clearance, half-life) or binary classification for categorical outcomes (e.g., BBB penetration, CYP inhibition). Dataset: bbb_martins. (1) The drug is CCC(=O)O[C@]1(C(=O)SCF)[C@H](C)C[C@H]2[C@@H]3C[C@H](F)C4=CC(=O)C=C[C@]4(C)[C@@]3(F)[C@@H](O)C[C@@]21C. The result is 1 (penetrates BBB). (2) The result is 1 (penetrates BBB). The drug is CN1CCN2c3cc(F)ccc3C(c3cccs3)=NCC2C1.